This data is from Full USPTO retrosynthesis dataset with 1.9M reactions from patents (1976-2016). The task is: Predict the reactants needed to synthesize the given product. (1) Given the product [C:1]([C:5]1[CH:6]=[C:7]([NH:17][C:18](=[O:48])[NH:19][CH2:20][C:21]2[CH:47]=[CH:46][CH:45]=[CH:44][C:22]=2[CH2:23][O:24][C:25]2[CH:30]=[C:29]([CH3:31])[N:28]([C:32]3[CH:33]=[C:34]([CH:38]=[CH:39][C:40]=3[CH3:41])[C:35]([NH:53][CH3:52])=[O:36])[C:27](=[O:42])[C:26]=2[Cl:43])[N:8]([C:10]2[CH:15]=[CH:14][C:13]([OH:16])=[CH:12][CH:11]=2)[N:9]=1)([CH3:4])([CH3:2])[CH3:3], predict the reactants needed to synthesize it. The reactants are: [C:1]([C:5]1[CH:6]=[C:7]([NH:17][C:18](=[O:48])[NH:19][CH2:20][C:21]2[CH:47]=[CH:46][CH:45]=[CH:44][C:22]=2[CH2:23][O:24][C:25]2[CH:30]=[C:29]([CH3:31])[N:28]([C:32]3[CH:33]=[C:34]([CH:38]=[CH:39][C:40]=3[CH3:41])[C:35](O)=[O:36])[C:27](=[O:42])[C:26]=2[Cl:43])[N:8]([C:10]2[CH:15]=[CH:14][C:13]([OH:16])=[CH:12][CH:11]=2)[N:9]=1)([CH3:4])([CH3:3])[CH3:2].CN.C[CH2:52][N:53]=C=NCCCN(C)C. (2) Given the product [CH2:10]([N:1]1[C:9]2[C:4](=[CH:5][CH:6]=[CH:7][CH:8]=2)[CH:3]=[CH:2]1)[CH3:11], predict the reactants needed to synthesize it. The reactants are: [NH:1]1[C:9]2[C:4](=[CH:5][CH:6]=[CH:7][CH:8]=2)[CH:3]=[CH:2]1.[C:10](OCC)(=O)[C:11](OCC)=O.CC(C)([O-])C.[K+]. (3) Given the product [NH2:15][C:7]1[C:6]([C:4]([C:18]2[CH:23]=[C:22]([O:24][CH3:25])[CH:21]=[CH:20][C:19]=2[O:26][CH3:27])=[O:5])=[CH:11][N:10]=[C:9]([S:12][CH2:13][CH3:14])[N:8]=1, predict the reactants needed to synthesize it. The reactants are: CON(C)[C:4]([C:6]1[C:7]([NH2:15])=[N:8][C:9]([S:12][CH2:13][CH3:14])=[N:10][CH:11]=1)=[O:5].Br[C:18]1[CH:23]=[C:22]([O:24][CH3:25])[CH:21]=[CH:20][C:19]=1[O:26][CH3:27]. (4) Given the product [CH3:2][CH2:3][CH2:4][CH2:5][CH2:6][CH2:7][CH2:8][CH2:9]/[CH:10]=[CH:11]\[CH2:12][CH2:13][CH2:14][CH2:15][CH2:16][CH2:17][CH2:18][C:19]([O:21][CH2:22][CH:23]([OH:26])[CH2:24][OH:25])=[O:20].[CH2:19]([OH:20])[CH3:18], predict the reactants needed to synthesize it. The reactants are: O.[CH3:2][CH2:3][CH2:4][CH2:5][CH2:6][CH2:7][CH2:8][CH2:9]/[CH:10]=[CH:11]\[CH2:12][CH2:13][CH2:14][CH2:15][CH2:16][CH2:17][CH2:18][C:19]([O:21][CH2:22][CH:23]([OH:26])[CH2:24][OH:25])=[O:20].